Dataset: Reaction yield outcomes from USPTO patents with 853,638 reactions. Task: Predict the reaction yield, written as a fraction of the theoretical maximum amount of product (1.0 means a 100% yield; for example, 0.34 means a 34% yield). (1) The reactants are C([Li])(C)(C)C.Br[C:7]1[CH:12]=[CH:11][N:10]=[C:9]([C:13]([F:16])([F:15])[F:14])[CH:8]=1.[C:17]([C:19]1[C:24]([C:25]([C:33]2[CH:38]=[CH:37][CH:36]=[C:35]([O:39][CH2:40][CH2:41][CH:42]([F:44])[F:43])[CH:34]=2)=[N:26]S(C(C)(C)C)=O)=[CH:23][CH:22]=[CH:21][N:20]=1)#[N:18].Cl. The catalyst is C1COCC1. The product is [F:43][CH:42]([F:44])[CH2:41][CH2:40][O:39][C:35]1[CH:34]=[C:33]([C:25]2([C:7]3[CH:12]=[CH:11][N:10]=[C:9]([C:13]([F:16])([F:15])[F:14])[CH:8]=3)[C:24]3[C:19](=[N:20][CH:21]=[CH:22][CH:23]=3)[C:17]([NH2:18])=[N:26]2)[CH:38]=[CH:37][CH:36]=1. The yield is 0.260. (2) The reactants are [NH2:1][C:2]1[N:7]=[CH:6][C:5]([N:8]2[CH2:13][CH2:12][N:11]([CH2:14][CH2:15][C:16]#[N:17])[CH2:10][CH2:9]2)=[CH:4][CH:3]=1.[CH3:18][N:19]([CH3:37])[C:20]([C:22]1[N:31]([CH:32]2[CH2:36][CH2:35][CH2:34][CH2:33]2)[C:25]2[N:26]=[C:27](Cl)[N:28]=[CH:29][C:24]=2[CH:23]=1)=[O:21]. No catalyst specified. The yield is 0.100. The product is [CH3:18][N:19]([CH3:37])[C:20]([C:22]1[N:31]([CH:32]2[CH2:36][CH2:35][CH2:34][CH2:33]2)[C:25]2[N:26]=[C:27]([NH:1][C:2]3[CH:3]=[CH:4][C:5]([N:8]4[CH2:13][CH2:12][N:11]([CH2:14][CH2:15][C:16]#[N:17])[CH2:10][CH2:9]4)=[CH:6][N:7]=3)[N:28]=[CH:29][C:24]=2[CH:23]=1)=[O:21]. (3) The reactants are [C:1]([O:5][C:6](=[O:19])[NH:7][C:8]12[CH2:15][CH:14]3[CH2:16][C:10]([CH2:17]O)([CH2:11][CH:12]1[CH2:13]3)[CH2:9]2)([CH3:4])([CH3:3])[CH3:2].[C:20]1(=[O:30])[NH:24][C:23](=[O:25])[C:22]2=[CH:26][CH:27]=[CH:28][CH:29]=[C:21]12.C1(P(C2C=CC=CC=2)C2C=CC=CC=2)C=CC=CC=1.CC(OC(/N=N/C(OC(C)C)=O)=O)C. The catalyst is C1(C)C=CC=CC=1. The product is [C:1]([O:5][C:6](=[O:19])[NH:7][C:8]12[CH2:15][CH:14]3[CH2:16][C:10]([CH2:17][N:24]4[C:20](=[O:30])[C:21]5[C:22](=[CH:26][CH:27]=[CH:28][CH:29]=5)[C:23]4=[O:25])([CH2:11][CH:12]1[CH2:13]3)[CH2:9]2)([CH3:4])([CH3:2])[CH3:3]. The yield is 0.460. (4) The reactants are Br[C:2]1[CH:7]=[CH:6][C:5]([C:8]2[CH:13]=[CH:12][C:11]([O:14][CH2:15][CH2:16][CH2:17][CH2:18][CH2:19][CH2:20][CH2:21][CH3:22])=[CH:10][CH:9]=2)=[CH:4][CH:3]=1.[B:23](OC)([O:26]C)[O:24]C.Cl. The catalyst is CCCCCC.C1COCC1. The product is [CH2:15]([O:14][C:11]1[CH:12]=[CH:13][C:8]([C:5]2[CH:6]=[CH:7][C:2]([B:23]([OH:26])[OH:24])=[CH:3][CH:4]=2)=[CH:9][CH:10]=1)[CH2:16][CH2:17][CH2:18][CH2:19][CH2:20][CH2:21][CH3:22]. The yield is 0.730. (5) The reactants are C([O:3][C:4]([CH2:6][N:7]1[CH2:11][C@@H:10]([C:12]2[CH:17]=[CH:16][CH:15]=[CH:14][CH:13]=2)[CH2:9][C:8]1=[O:18])=O)C.[NH3:19]. The catalyst is CO. The product is [C:4]([CH2:6][N:7]1[CH2:11][C@@H:10]([C:12]2[CH:17]=[CH:16][CH:15]=[CH:14][CH:13]=2)[CH2:9][C:8]1=[O:18])(=[O:3])[NH2:19]. The yield is 0.850.